This data is from Forward reaction prediction with 1.9M reactions from USPTO patents (1976-2016). The task is: Predict the product of the given reaction. (1) Given the reactants Br[C:2]1[C:6]2=[N:7][C:8]([C:11]([NH:13][C:14]3[CH:15]=[N:16][CH:17]=[CH:18][C:19]=3[N:20]3[CH2:25][C@H:24]([CH3:26])[C@@H:23]([O:27][Si:28]([C:31]([CH3:34])([CH3:33])[CH3:32])([CH3:30])[CH3:29])[C@H:22]([NH:35][C:36](=[O:42])[O:37][C:38]([CH3:41])([CH3:40])[CH3:39])[CH2:21]3)=[O:12])=[CH:9][CH:10]=[C:5]2[O:4][CH:3]=1.[CH:43]1([B-](F)(F)F)[CH2:45][CH2:44]1.[K+].C([O-])([O-])=O.[Cs+].[Cs+].C12(P(C34CC5CC(CC(C5)C3)C4)CCCC)CC3CC(CC(C3)C1)C2, predict the reaction product. The product is: [Si:28]([O:27][C@@H:23]1[C@@H:24]([CH3:26])[CH2:25][N:20]([C:19]2[CH:18]=[CH:17][N:16]=[CH:15][C:14]=2[NH:13][C:11]([C:8]2[N:7]=[C:6]3[C:2]([CH:43]4[CH2:45][CH2:44]4)=[CH:3][O:4][C:5]3=[CH:10][CH:9]=2)=[O:12])[CH2:21][C@H:22]1[NH:35][C:36](=[O:42])[O:37][C:38]([CH3:39])([CH3:40])[CH3:41])([C:31]([CH3:33])([CH3:32])[CH3:34])([CH3:29])[CH3:30]. (2) Given the reactants [Br:1][C:2]1[N:6]=[C:5]([O:7][CH2:8][CH2:9][CH3:10])[NH:4][C:3]=1[CH:11]=[O:12].[C:13]([O:17][C:18]([C:20]1[C:21]([C:26]2[CH:31]=[CH:30][C:29]([CH2:32]Br)=[CH:28][C:27]=2[F:34])=[CH:22][CH:23]=[CH:24][CH:25]=1)=[O:19])([CH3:16])([CH3:15])[CH3:14].C(=O)([O-])[O-].[K+].[K+].CN(C=O)C, predict the reaction product. The product is: [C:13]([O:17][C:18]([C:20]1[C:21]([C:26]2[CH:31]=[CH:30][C:29]([CH2:32][N:4]3[C:3]([CH:11]=[O:12])=[C:2]([Br:1])[N:6]=[C:5]3[O:7][CH2:8][CH2:9][CH3:10])=[CH:28][C:27]=2[F:34])=[CH:22][CH:23]=[CH:24][CH:25]=1)=[O:19])([CH3:16])([CH3:15])[CH3:14]. (3) The product is: [CH3:41][O:42][C:15](=[O:18])[CH2:16][CH2:17][CH:12]([C:13](=[O:19])[NH2:14])[N:5]1[CH2:4][C:34]2[C:33](=[CH:38][CH:37]=[CH:36][C:35]=2[O:67][CH2:66][C:63]2[CH:64]=[CH:65][C:60]([CH2:59][N:53]3[CH2:58][CH2:57][O:56][CH2:55][CH2:54]3)=[CH:61][CH:62]=2)[C:6]1=[O:11]. Given the reactants OC1C=CC=C2C=1[CH2:4][N:5]([CH:12]1[CH2:17][CH2:16][C:15](=[O:18])[NH:14][C:13]1=[O:19])[C:6]2=[O:11].[C:33]1(P([C:33]2[CH:38]=[CH:37][CH:36]=[CH:35][CH:34]=2)[C:33]2[CH:38]=[CH:37][CH:36]=[CH:35][CH:34]=2)[CH:38]=[CH:37][CH:36]=[CH:35][CH:34]=1.N(C(OC(C)C)=O)=N[C:41](OC(C)C)=[O:42].[N:53]1([CH2:59][C:60]2[CH:65]=[CH:64][C:63]([CH2:66][OH:67])=[CH:62][CH:61]=2)[CH2:58][CH2:57][O:56][CH2:55][CH2:54]1, predict the reaction product. (4) Given the reactants I[C:2]1[CH:3]=[C:4]([C:8]2[N:9]=[C:10]3[C:16]([C:17](=[O:22])[C:18]([CH3:21])([CH3:20])[CH3:19])=[CH:15][N:14](COCC[Si](C)(C)C)[C:11]3=[N:12][CH:13]=2)[CH:5]=[CH:6][CH:7]=1.C(OC([N:38]1[CH2:47][CH2:46][CH2:45][C:40]2([CH2:44][NH:43][CH2:42][CH2:41]2)[CH2:39]1)=O)(C)(C)C, predict the reaction product. The product is: [CH2:44]1[C:40]2([CH2:45][CH2:46][CH2:47][NH:38][CH2:39]2)[CH2:41][CH2:42][N:43]1[C:2]1[CH:3]=[C:4]([C:8]2[N:9]=[C:10]3[C:16]([C:17](=[O:22])[C:18]([CH3:20])([CH3:19])[CH3:21])=[CH:15][NH:14][C:11]3=[N:12][CH:13]=2)[CH:5]=[CH:6][CH:7]=1. (5) Given the reactants Cl[C:2]1[N:37]=[CH:36][CH:35]=[CH:34][C:3]=1[C:4]([NH:6][C:7]1[CH:12]=[CH:11][C:10]([C:13]([F:19])([F:18])[C:14]([F:17])([F:16])[F:15])=[C:9]([O:20][CH2:21][CH:22]2[CH2:26][CH2:25][CH2:24][N:23]2[C:27]([O:29][C:30]([CH3:33])([CH3:32])[CH3:31])=[O:28])[CH:8]=1)=[O:5].[F:38][C:39]1[CH:46]=[CH:45][C:42]([CH2:43][NH2:44])=[CH:41][CH:40]=1, predict the reaction product. The product is: [F:38][C:39]1[CH:46]=[CH:45][C:42]([CH2:43][NH:44][C:2]2[N:37]=[CH:36][CH:35]=[CH:34][C:3]=2[C:4]([NH:6][C:7]2[CH:12]=[CH:11][C:10]([C:13]([F:19])([F:18])[C:14]([F:17])([F:16])[F:15])=[C:9]([O:20][CH2:21][CH:22]3[CH2:26][CH2:25][CH2:24][N:23]3[C:27]([O:29][C:30]([CH3:33])([CH3:32])[CH3:31])=[O:28])[CH:8]=2)=[O:5])=[CH:41][CH:40]=1.